This data is from Full USPTO retrosynthesis dataset with 1.9M reactions from patents (1976-2016). The task is: Predict the reactants needed to synthesize the given product. (1) The reactants are: [I:1]Cl.[Cl:3][C:4]1[CH:5]=[CH:6][C:7]2[N:8]([CH:10]=[C:11]([C:13]3[S:14][CH:15]=[CH:16][CH:17]=3)[N:12]=2)[N:9]=1.C(=O)(O)[O-].[K+].S([O-])([O-])(=O)=S.[Na+].[Na+]. Given the product [Cl:3][C:4]1[CH:5]=[CH:6][C:7]2[N:8]([C:10]([I:1])=[C:11]([C:13]3[S:14][CH:15]=[CH:16][CH:17]=3)[N:12]=2)[N:9]=1, predict the reactants needed to synthesize it. (2) Given the product [NH2:1][C:4]1[CH:5]=[C:6]2[C:10](=[CH:11][CH:12]=1)[NH:9][C:8]([CH:13]([CH3:16])[CH2:14][OH:15])=[CH:7]2, predict the reactants needed to synthesize it. The reactants are: [N+:1]([C:4]1[CH:5]=[C:6]2[C:10](=[CH:11][CH:12]=1)[NH:9][C:8]([CH:13]([CH3:16])[CH2:14][OH:15])=[CH:7]2)([O-])=O.O.O.[Sn](Cl)(Cl)(Cl)Cl. (3) Given the product [C:1]([N:5]1[CH2:10][CH2:9][N:8]([C:11]2[C:20]3[C:15](=[CH:16][C:17]([Cl:28])=[C:18]([C:21]4[CH:26]=[CH:25][C:24]([Cl:27])=[CH:23][CH:22]=4)[CH:19]=3)[N:14]=[CH:13][N:12]=2)[CH2:7][CH:6]1[CH2:29][C:30]#[N:32])(=[O:4])[CH:2]=[CH2:3], predict the reactants needed to synthesize it. The reactants are: [C:1]([N:5]1[CH2:10][CH2:9][N:8]([C:11]2[C:20]3[C:15](=[CH:16][C:17]([Cl:28])=[C:18]([C:21]4[CH:26]=[CH:25][C:24]([Cl:27])=[CH:23][CH:22]=4)[CH:19]=3)[N:14]=[CH:13][N:12]=2)[CH2:7][CH:6]1[CH2:29][C:30]([NH2:32])=O)(=[O:4])[CH:2]=[CH2:3].CCN(CC)CC.C(OC(C(F)(F)F)=O)(C(F)(F)F)=O. (4) Given the product [CH:18]([C:17]1[CH:20]=[CH:21][C:14]([CH2:13][P:1](=[O:3])([O:6][CH2:7][CH3:8])[O:9][CH2:10][CH3:11])=[CH:15][CH:16]=1)=[CH2:19], predict the reactants needed to synthesize it. The reactants are: [P:1]([O:9][CH2:10][CH3:11])([O:6][CH2:7][CH3:8])([O:3]CC)=O.Cl[CH2:13][C:14]1[CH:21]=[CH:20][C:17]([CH:18]=[CH2:19])=[CH:16][CH:15]=1.C1(C=CC(O)=CC=1)O.P(OCC)(OCC)OCC. (5) The reactants are: [CH2:1]([N:5]1[CH:9]=[C:8]([CH:10]=O)[S:7]/[C:6]/1=[CH:12]\[C:13]([C:15]1[CH:20]=[C:19]([Cl:21])[CH:18]=[CH:17][C:16]=1[O:22][CH3:23])=[O:14])[CH2:2][CH2:3][CH3:4].[OH2:24].[N:25]1C=CC=CC=1. Given the product [CH2:1]([N:5]1[CH:9]=[C:8]([CH:10]=[N:25][OH:24])[S:7]/[C:6]/1=[CH:12]\[C:13]([C:15]1[CH:20]=[C:19]([Cl:21])[CH:18]=[CH:17][C:16]=1[O:22][CH3:23])=[O:14])[CH2:2][CH2:3][CH3:4], predict the reactants needed to synthesize it. (6) Given the product [CH:1]1([N:6]2[C:15]3[N:14]=[C:13]([NH:16][C:17]4[CH:22]=[CH:21][C:20]([C:23](=[O:26])[NH:24][CH3:25])=[CH:19][C:18]=4[O:27][CH3:28])[N:12]=[CH:11][C:10]=3[N:9]3[CH:29]=[N:30][C:31]([C:32]([O:34][CH2:51][CH:50]=[CH2:49])=[O:33])=[C:8]3[C@H:7]2[CH2:35][CH3:36])[CH2:2][CH2:3][CH2:4][CH2:5]1, predict the reactants needed to synthesize it. The reactants are: [CH:1]1([N:6]2[C:15]3[N:14]=[C:13]([NH:16][C:17]4[CH:22]=[CH:21][C:20]([C:23](=[O:26])[NH:24][CH3:25])=[CH:19][C:18]=4[O:27][CH3:28])[N:12]=[CH:11][C:10]=3[N:9]3[CH:29]=[N:30][C:31]([C:32]([OH:34])=[O:33])=[C:8]3[C@H:7]2[CH2:35][CH3:36])[CH2:5][CH2:4][CH2:3][CH2:2]1.C(N1C=CN=C1)(N1C=CN=C1)=O.[CH2:49](O)[CH:50]=[CH2:51]. (7) Given the product [C:19]([NH:27][C:28]([NH:17][C:12]1[CH:13]=[CH:14][CH:15]=[CH:16][C:11]=1[N:4]1[C:5]2[C:10](=[CH:9][CH:8]=[CH:7][CH:6]=2)[C:2]([CH3:18])([CH3:1])[CH2:3]1)=[S:29])(=[O:26])[C:20]1[CH:25]=[CH:24][CH:23]=[CH:22][CH:21]=1, predict the reactants needed to synthesize it. The reactants are: [CH3:1][C:2]1([CH3:18])[C:10]2[C:5](=[CH:6][CH:7]=[CH:8][CH:9]=2)[N:4]([C:11]2[CH:16]=[CH:15][CH:14]=[CH:13][C:12]=2[NH2:17])[CH2:3]1.[C:19]([N:27]=[C:28]=[S:29])(=[O:26])[C:20]1[CH:25]=[CH:24][CH:23]=[CH:22][CH:21]=1. (8) Given the product [CH2:1]([O:3][C:4](=[O:5])[C:6]([CH3:18])([O:8][C:9]1[CH:17]=[CH:16][CH:15]=[C:11]([C:12](=[O:13])[NH:23][CH3:22])[CH:10]=1)[CH3:7])[CH3:2], predict the reactants needed to synthesize it. The reactants are: [CH2:1]([O:3][C:4]([C:6]([CH3:18])([O:8][C:9]1[CH:10]=[C:11]([CH:15]=[CH:16][CH:17]=1)[C:12](O)=[O:13])[CH3:7])=[O:5])[CH3:2].CN.Cl.[CH3:22][N:23](C)CCCN=C=NCC. (9) Given the product [C:22]([C:26]1[CH:27]=[CH:28][C:29]([CH2:30][NH:31][C:18]([NH:1][C:2]2[C:3]3[C:8](=[C:7]([OH:12])[CH:6]=[CH:5][CH:4]=3)[CH:9]=[CH:10][CH:11]=2)=[S:19])=[CH:32][CH:33]=1)([CH3:25])([CH3:23])[CH3:24], predict the reactants needed to synthesize it. The reactants are: [NH2:1][C:2]1[CH:11]=[CH:10][CH:9]=[C:8]2[C:3]=1[CH:4]=[CH:5][CH:6]=[C:7]2[OH:12].C(=O)([O-])O.[Na+].[C:18](Cl)(Cl)=[S:19].[C:22]([C:26]1[CH:33]=[CH:32][C:29]([CH2:30][NH2:31])=[CH:28][CH:27]=1)([CH3:25])([CH3:24])[CH3:23]. (10) Given the product [CH2:46]([O:45][C:43]([NH:42][CH2:41][CH2:40][CH2:39][CH2:38][C@H:36]([NH:37][C:25]([O:27][C:28]([CH3:29])([CH3:30])[CH3:31])=[O:26])[C:35]([O:34][CH3:33])=[O:53])=[O:44])[C:47]1[CH:48]=[CH:49][CH:50]=[CH:51][CH:52]=1, predict the reactants needed to synthesize it. The reactants are: C(OC(NC(CCCC)C([O-])=O)=O)(C)(C)C.[C:25](O[C:25]([O:27][C:28]([CH3:31])([CH3:30])[CH3:29])=[O:26])([O:27][C:28]([CH3:31])([CH3:30])[CH3:29])=[O:26].Cl.[CH3:33][O:34][C:35](=[O:53])[C@H:36]([CH2:38][CH2:39][CH2:40][CH2:41][NH:42][C:43]([O:45][CH2:46][C:47]1[CH:52]=[CH:51][CH:50]=[CH:49][CH:48]=1)=[O:44])[NH2:37].C(N(CC)CC)C.